This data is from Catalyst prediction with 721,799 reactions and 888 catalyst types from USPTO. The task is: Predict which catalyst facilitates the given reaction. (1) Reactant: [CH2:1]([C:3]1[CH:8]=[CH:7][CH:6]=[CH:5][C:4]=1[C:9]1[CH:14]=[CH:13][C:12]([C:15]([O:17][CH3:18])=[O:16])=[CH:11][C:10]=1[OH:19])[CH3:2].C(=O)([O-])[O-].[K+].[K+].[CH2:26](Br)[CH3:27]. Product: [CH2:26]([O:19][C:10]1[CH:11]=[C:12]([C:15]([O:17][CH3:18])=[O:16])[CH:13]=[CH:14][C:9]=1[C:4]1[CH:5]=[CH:6][CH:7]=[CH:8][C:3]=1[CH2:1][CH3:2])[CH3:27]. The catalyst class is: 10. (2) Reactant: [Li]C(C)(C)C.[O:6]1[CH:10]=[CH:9][CH:8]=[CH:7]1.[C:11]1([S:17][S:17][C:11]2[CH:16]=[CH:15][CH:14]=[CH:13][CH:12]=2)[CH:16]=[CH:15][CH:14]=[CH:13][CH:12]=1. Product: [C:11]1([S:17][C:7]2[O:6][CH:10]=[CH:9][CH:8]=2)[CH:16]=[CH:15][CH:14]=[CH:13][CH:12]=1. The catalyst class is: 116. (3) The catalyst class is: 3. Reactant: [NH:1]1[C:9]2[C:4](=[CH:5][CH:6]=[CH:7][CH:8]=2)[C:3]([C:10]([OH:12])=O)=[N:2]1.C1N=CN(C(N2C=NC=C2)=O)C=1.[NH2:25][CH:26]1[CH2:31][CH2:30][N:29]([CH2:32][C:33]2[CH:38]=[CH:37][CH:36]=[CH:35][CH:34]=2)[CH2:28][CH2:27]1. Product: [CH2:32]([N:29]1[CH2:30][CH2:31][CH:26]([NH:25][C:10]([C:3]2[C:4]3[C:9](=[CH:8][CH:7]=[CH:6][CH:5]=3)[NH:1][N:2]=2)=[O:12])[CH2:27][CH2:28]1)[C:33]1[CH:34]=[CH:35][CH:36]=[CH:37][CH:38]=1. (4) Reactant: [N:1]1([CH2:6][CH2:7][N:8]2[CH2:16][C:15]3[C:10](=[CH:11][CH:12]=[C:13]([NH2:17])[CH:14]=3)[NH:9]2)[CH2:5][CH2:4][CH2:3][CH2:2]1.[O:18]([C:25]1[CH:30]=[CH:29][C:28]([N:31]=[C:32]=[O:33])=[CH:27][CH:26]=1)[C:19]1[CH:24]=[CH:23][CH:22]=[CH:21][CH:20]=1. Product: [O:18]([C:25]1[CH:26]=[CH:27][C:28]([NH:31][C:32]([NH:17][C:13]2[CH:14]=[C:15]3[C:16](=[CH:11][CH:12]=2)[N:8]([CH2:7][CH2:6][N:1]2[CH2:2][CH2:3][CH2:4][CH2:5]2)[N:9]=[CH:10]3)=[O:33])=[CH:29][CH:30]=1)[C:19]1[CH:20]=[CH:21][CH:22]=[CH:23][CH:24]=1. The catalyst class is: 1. (5) Reactant: [C:1]1([CH:7]2[CH2:12][NH:11][CH2:10][CH2:9][NH:8]2)[CH:6]=[CH:5][CH:4]=[CH:3][CH:2]=1.F[C:14]1[CH:21]=[CH:20][CH:19]=[C:18]([F:22])[C:15]=1[C:16]#[N:17].C(=O)([O-])[O-].[K+].[K+].[Cl:29][C:30]1[CH:35]=[CH:34][C:33]([N:36]=[C:37]=[O:38])=[CH:32][CH:31]=1. Product: [Cl:29][C:30]1[CH:35]=[CH:34][C:33]([NH:36][C:37]([N:8]2[CH2:9][CH2:10][N:11]([C:14]3[CH:21]=[CH:20][CH:19]=[C:18]([F:22])[C:15]=3[C:16]#[N:17])[CH2:12][CH:7]2[C:1]2[CH:2]=[CH:3][CH:4]=[CH:5][CH:6]=2)=[O:38])=[CH:32][CH:31]=1. The catalyst class is: 16. (6) Reactant: [Cl:1][C:2]1[CH:7]=[CH:6][N:5]=[C:4]([C:8]([OH:10])=O)[CH:3]=1.CN(C(ON1N=NC2C=CC=CC1=2)=[N+](C)C)C.[B-](F)(F)(F)F.Cl.[F:34][C:35]1[C:43]([F:44])=[CH:42][CH:41]=[C:40]2[C:36]=1[CH2:37][CH2:38][NH:39]2. Product: [Cl:1][C:2]1[CH:7]=[CH:6][N:5]=[C:4]([C:8]([N:39]2[C:40]3[C:36](=[C:35]([F:34])[C:43]([F:44])=[CH:42][CH:41]=3)[CH2:37][CH2:38]2)=[O:10])[CH:3]=1. The catalyst class is: 3. (7) Reactant: [Br:1][C:2]1[CH:3]=[C:4]([CH:8]=[O:9])[S:5][C:6]=1[CH3:7].CC1C=CC(S([CH2:20][N:21]=[CH2:22])(=O)=O)=CC=1.C(=O)([O-])[O-].[K+].[K+]. Product: [Br:1][C:2]1[CH:3]=[C:4]([C:8]2[O:9][CH:22]=[N:21][CH:20]=2)[S:5][C:6]=1[CH3:7]. The catalyst class is: 5. (8) Reactant: FC(F)(F)C(O)=O.[CH2:8]([NH:12][C:13]1[N:21]=[C:20]2[C:16]([N:17]=[C:18]([O:22][CH3:23])[NH:19]2)=[C:15]([NH2:24])[N:14]=1)[CH2:9][CH2:10][CH3:11].C(=O)([O-])[O-].[K+].[K+].CS(O[CH2:36][CH2:37][CH:38]1[CH2:43][CH2:42][CH2:41][O:40][CH2:39]1)(=O)=O.O. Product: [CH2:8]([NH:12][C:13]1[N:21]=[C:20]2[C:16]([N:17]=[C:18]([O:22][CH3:23])[N:19]2[CH2:36][CH2:37][CH:38]2[CH2:43][CH2:42][CH2:41][O:40][CH2:39]2)=[C:15]([NH2:24])[N:14]=1)[CH2:9][CH2:10][CH3:11]. The catalyst class is: 9. (9) Reactant: [CH3:1][C:2]1[CH:3]=[C:4]([CH:7]=[CH:8][C:9]=1[CH3:10])[CH:5]=O.C(O)(=O)[CH2:12][C:13]([OH:15])=[O:14].N1CCCCC1.Cl. Product: [CH3:1][C:2]1[CH:3]=[C:4]([CH:5]=[CH:12][C:13]([OH:15])=[O:14])[CH:7]=[CH:8][C:9]=1[CH3:10]. The catalyst class is: 228.